This data is from Forward reaction prediction with 1.9M reactions from USPTO patents (1976-2016). The task is: Predict the product of the given reaction. (1) Given the reactants [Br:1][C:2]1[CH:11]=[C:10]2[C:5]([C:6]([CH3:14])([CH3:13])[CH2:7][CH2:8][C:9]2=O)=[CH:4][CH:3]=1.[C:15]([Mg]Cl)([CH3:18])([CH3:17])[CH3:16].C1(C)C=CC(S(O)(=O)=O)=CC=1, predict the reaction product. The product is: [Br:1][C:2]1[CH:11]=[C:10]2[C:5]([C:6]([CH3:14])([CH3:13])[CH2:7][CH:8]=[C:9]2[C:15]([CH3:18])([CH3:17])[CH3:16])=[CH:4][CH:3]=1. (2) Given the reactants [C:1]([C:3]1[CH:4]=[C:5]([CH2:10][C:11]([OH:13])=[O:12])[CH:6]=[CH:7][C:8]=1[F:9])#[N:2].C(=O)([O-])[O-].[K+].[K+].[CH2:20](I)[CH3:21], predict the reaction product. The product is: [CH2:20]([O:12][C:11](=[O:13])[CH2:10][C:5]1[CH:6]=[CH:7][C:8]([F:9])=[C:3]([C:1]#[N:2])[CH:4]=1)[CH3:21].